Dataset: Reaction yield outcomes from USPTO patents with 853,638 reactions. Task: Predict the reaction yield, written as a fraction of the theoretical maximum amount of product (1.0 means a 100% yield; for example, 0.34 means a 34% yield). (1) The reactants are Cl[C:2]1[C:11]2[C:6](=[C:7]([NH:12][S:13]([C:16]3[CH:21]=[CH:20][CH:19]=[CH:18][C:17]=3[N+:22]([O-])=O)(=[O:15])=[O:14])[CH:8]=[CH:9][CH:10]=2)[N:5]=[CH:4][CH:3]=1.[Cl:25][Sn]Cl. The yield is 0.550. The product is [NH2:22][C:17]1[CH:18]=[CH:19][CH:20]=[CH:21][C:16]=1[S:13]([NH:12][C:7]1[CH:8]=[CH:9][C:10]([Cl:25])=[C:11]2[C:6]=1[N:5]=[CH:4][CH:3]=[CH:2]2)(=[O:15])=[O:14]. The catalyst is Cl.CCO. (2) The reactants are [NH2:1][C:2]1[N:3]=[C:4]2[CH:9]=[CH:8][C:7]([O:10][C:11]3[CH:16]=[CH:15][C:14]([NH:17][C:18](=[O:20])[OH:19])=[CH:13][CH:12]=3)=[CH:6][N:5]2[CH:21]=1.[CH2:22](NC(=O)O)[C:23]1[CH:28]=[CH:27][CH:26]=[CH:25][CH:24]=1.[CH:33]1([C:36](Cl)=[O:37])[CH2:35][CH2:34]1.C(=O)([O-])O.[Na+]. The catalyst is CN(C)C(=O)C. The product is [CH:33]1([C:36]([NH:1][C:2]2[N:3]=[C:4]3[CH:9]=[CH:8][C:7]([O:10][C:11]4[CH:12]=[CH:13][C:14]([NH:17][C:18](=[O:19])[O:20][CH2:22][C:23]5[CH:24]=[CH:25][CH:26]=[CH:27][CH:28]=5)=[CH:15][CH:16]=4)=[CH:6][N:5]3[CH:21]=2)=[O:37])[CH2:35][CH2:34]1. The yield is 0.870. (3) The product is [Br:7][C:8]1[CH:9]=[C:10]2[C:11]([C:12](=[O:13])[NH:4][C:3]([O:2][CH3:1])=[N:5]2)=[CH:18][CH:19]=1. The yield is 0.980. The reactants are [CH3:1][O:2][C:3]([NH2:5])=[NH:4].Cl.[Br:7][C:8]1[CH:9]=[C:10]2NC(=O)O[C:12](=[O:13])[C:11]2=[CH:18][CH:19]=1.[O-]CC.[Na+].O. The catalyst is CN(C=O)C.